From a dataset of Forward reaction prediction with 1.9M reactions from USPTO patents (1976-2016). Predict the product of the given reaction. (1) Given the reactants [Cl:1][C:2]1[CH:7]=[CH:6][C:5]([NH:8][C:9](=[O:11])[CH3:10])=[C:4]([F:12])[CH:3]=1.[N+:13]([O-])([OH:15])=[O:14], predict the reaction product. The product is: [Cl:1][C:2]1[C:7]([N+:13]([O-:15])=[O:14])=[CH:6][C:5]([NH:8][C:9](=[O:11])[CH3:10])=[C:4]([F:12])[CH:3]=1. (2) Given the reactants [CH2:1]([O:3][C:4]([C:6]1(O)[CH2:10][N:9]([C:11]2[CH:16]=[CH:15][C:14]([Cl:17])=[CH:13][CH:12]=2)[C:8]([CH2:18][C:19]2[CH:24]=[CH:23][C:22]([F:25])=[CH:21][CH:20]=2)=[N:7]1)=[O:5])[CH3:2].O.C1(C)C=CC(S(O)(=O)=O)=CC=1, predict the reaction product. The product is: [CH2:1]([O:3][C:4]([C:6]1[N:7]=[C:8]([CH2:18][C:19]2[CH:20]=[CH:21][C:22]([F:25])=[CH:23][CH:24]=2)[N:9]([C:11]2[CH:12]=[CH:13][C:14]([Cl:17])=[CH:15][CH:16]=2)[CH:10]=1)=[O:5])[CH3:2]. (3) Given the reactants [CH2:1]([O:3][C:4](=[O:33])[CH:5]([C:26]1[CH:27]=[C:28]([CH3:32])[CH:29]=[CH:30][CH:31]=1)[CH2:6][C:7]1[NH:8][C:9]([C:19]2[CH:24]=[CH:23][C:22]([CH3:25])=[CH:21][CH:20]=2)=[C:10]([C:12]2[CH:17]=[CH:16][C:15]([CH3:18])=[CH:14][CH:13]=2)[N:11]=1)C.IC.[C:36]([O-])([O-])=O.[K+].[K+], predict the reaction product. The product is: [CH3:1][O:3][C:4](=[O:33])[CH:5]([C:26]1[CH:27]=[C:28]([CH3:32])[CH:29]=[CH:30][CH:31]=1)[CH2:6][C:7]1[N:8]([CH3:36])[C:9]([C:19]2[CH:20]=[CH:21][C:22]([CH3:25])=[CH:23][CH:24]=2)=[C:10]([C:12]2[CH:13]=[CH:14][C:15]([CH3:18])=[CH:16][CH:17]=2)[N:11]=1. (4) Given the reactants [N+:1]([C:4]1[CH:10]=[C:9]([N+:11]([O-:13])=[O:12])[CH:8]=[CH:7][C:5]=1[NH2:6])([O-:3])=[O:2].[I:14]I.C(Cl)(Cl)Cl, predict the reaction product. The product is: [N+:1]([C:4]1[CH:10]=[C:9]([N+:11]([O-:13])=[O:12])[CH:8]=[C:7]([I:14])[C:5]=1[NH2:6])([O-:3])=[O:2]. (5) Given the reactants Cl.[CH:2]12[NH:10][CH:6]([CH2:7][CH2:8][CH2:9]1)[CH2:5][C:4](=[O:11])[CH2:3]2.C(N(CC)CC)C.[C:19]([O:23][C:24](O[C:24]([O:23][C:19]([CH3:22])([CH3:21])[CH3:20])=[O:25])=[O:25])([CH3:22])([CH3:21])[CH3:20].O, predict the reaction product. The product is: [C:19]([O:23][C:24]([N:10]1[CH:6]2[CH2:7][CH2:8][CH2:9][CH:2]1[CH2:3][C:4](=[O:11])[CH2:5]2)=[O:25])([CH3:22])([CH3:21])[CH3:20]. (6) Given the reactants N(C(OC(C)(C)C)=O)=NC(OC(C)(C)C)=O.[F:17][C:18]1[CH:19]=[CH:20][C:21]([N+:25]([O-:27])=[O:26])=[C:22]([OH:24])[CH:23]=1.O[CH:29]1[CH2:34][CH2:33][N:32]([C:35]([O:37][C:38]([CH3:41])([CH3:40])[CH3:39])=[O:36])[CH2:31][CH2:30]1.C1(P(C2C=CC=CC=2)C2C=CC=CC=2)C=CC=CC=1, predict the reaction product. The product is: [F:17][C:18]1[CH:19]=[CH:20][C:21]([N+:25]([O-:27])=[O:26])=[C:22]([CH:23]=1)[O:24][CH:29]1[CH2:34][CH2:33][N:32]([C:35]([O:37][C:38]([CH3:41])([CH3:40])[CH3:39])=[O:36])[CH2:31][CH2:30]1. (7) Given the reactants [C:1]([O:5][C:6]([N:8]1[C@H:13]([CH2:14][N:15]([C:25]([O:27][CH2:28][C:29]2[CH:34]=[CH:33][CH:32]=[CH:31][CH:30]=2)=[O:26])[C@H:16]([C:18]([O:20][C:21]([CH3:24])([CH3:23])[CH3:22])=[O:19])[CH3:17])[CH2:12][O:11][CH2:10][C@@H:9]1[CH2:35][CH:36]=[CH2:37])=[O:7])([CH3:4])([CH3:3])[CH3:2].C12BC(CCC1)CCC2.CO.B1([O-])O[O:50]1.O.O.O.O.[Na+], predict the reaction product. The product is: [C:1]([O:5][C:6]([N:8]1[C@@H:9]([CH2:35][CH2:36][CH2:37][OH:50])[CH2:10][O:11][CH2:12][C@H:13]1[CH2:14][N:15]([C:25]([O:27][CH2:28][C:29]1[CH:34]=[CH:33][CH:32]=[CH:31][CH:30]=1)=[O:26])[C@H:16]([C:18]([O:20][C:21]([CH3:24])([CH3:23])[CH3:22])=[O:19])[CH3:17])=[O:7])([CH3:2])([CH3:3])[CH3:4].